Dataset: Reaction yield outcomes from USPTO patents with 853,638 reactions. Task: Predict the reaction yield, written as a fraction of the theoretical maximum amount of product (1.0 means a 100% yield; for example, 0.34 means a 34% yield). (1) The product is [CH:11]1([C:14]2[CH:19]=[CH:18][CH:17]=[C:16]([CH3:20])[C:15]=2[O-:21])[CH2:13][CH2:12]1.[Na+:2]. The reactants are [OH-].[Na+:2].C1(C)C(C)=CC=CC=1.[CH:11]1([C:14]2[CH:19]=[CH:18][CH:17]=[C:16]([CH3:20])[C:15]=2[OH:21])[CH2:13][CH2:12]1. The yield is 0.670. The catalyst is O. (2) The yield is 0.980. The product is [Br:1][C:2]1[CH:7]=[CH:6][C:5]([C:8]2[N:12]([CH:15]3[CH2:16][CH2:17][CH2:18][CH2:19][O:14]3)[CH:11]=[N:10][N:9]=2)=[CH:4][C:3]=1[CH3:13]. The catalyst is O1CCCC1.C(OCC)(=O)C.CS(O)(=O)=O. The reactants are [Br:1][C:2]1[CH:7]=[CH:6][C:5]([C:8]2[NH:12][CH:11]=[N:10][N:9]=2)=[CH:4][C:3]=1[CH3:13].[O:14]1[CH:19]=[CH:18][CH2:17][CH2:16][CH2:15]1. (3) The catalyst is CO. The reactants are [C:1]([C:5]1[CH:30]=[C:8]2[N:9]=[C:10]([CH3:29])[C:11]([CH:21]([CH2:26][CH2:27][CH3:28])[C:22]([O:24]C)=[O:23])=[C:12]([C:13]3[CH:18]=[CH:17][C:16]([CH3:19])=[CH:15][C:14]=3[Cl:20])[N:7]2[N:6]=1)([CH3:4])([CH3:3])[CH3:2].[OH-].[Na+]. The yield is 0.930. The product is [C:1]([C:5]1[CH:30]=[C:8]2[N:9]=[C:10]([CH3:29])[C:11]([CH:21]([CH2:26][CH2:27][CH3:28])[C:22]([OH:24])=[O:23])=[C:12]([C:13]3[CH:18]=[CH:17][C:16]([CH3:19])=[CH:15][C:14]=3[Cl:20])[N:7]2[N:6]=1)([CH3:3])([CH3:4])[CH3:2].